From a dataset of Forward reaction prediction with 1.9M reactions from USPTO patents (1976-2016). Predict the product of the given reaction. (1) Given the reactants Cl[C:2]([O:4][CH2:5][CH3:6])=[O:3].[Br:7][C:8]1[CH:13]=[C:12]([CH3:14])[C:11]([NH2:15])=[C:10]([CH3:16])[CH:9]=1.O, predict the reaction product. The product is: [CH2:5]([O:4][C:2](=[O:3])[NH:15][C:11]1[C:12]([CH3:14])=[CH:13][C:8]([Br:7])=[CH:9][C:10]=1[CH3:16])[CH3:6]. (2) Given the reactants [F:1][C:2]1[CH:3]=[C:4]([CH:8]=[C:9]([C:11]([F:14])([F:13])[F:12])[CH:10]=1)[C:5](Cl)=[O:6].[C:15]1([N:21]2[C:25]3([CH2:30][CH2:29][NH:28][CH2:27][CH2:26]3)[C:24](=[O:31])[NH:23][CH2:22]2)[CH:20]=[CH:19][CH:18]=[CH:17][CH:16]=1, predict the reaction product. The product is: [F:1][C:2]1[CH:3]=[C:4]([CH:8]=[C:9]([C:11]([F:14])([F:13])[F:12])[CH:10]=1)[C:5]([N:28]1[CH2:27][CH2:26][C:25]2([N:21]([C:15]3[CH:20]=[CH:19][CH:18]=[CH:17][CH:16]=3)[CH2:22][NH:23][C:24]2=[O:31])[CH2:30][CH2:29]1)=[O:6]. (3) Given the reactants [OH:1][CH2:2][CH2:3][N:4]1[CH2:8][C@H:7]([CH:9]([CH3:11])[CH3:10])[N:6]([C:12]2[CH:17]=[CH:16][N:15]3[N:18]=[CH:19][C:20]([C:21]4[CH:26]=[CH:25][C:24]([C:27]5[N:31]=[CH:30][N:29]([CH2:32][O:33][CH2:34][CH2:35][Si:36]([CH3:39])([CH3:38])[CH3:37])[N:28]=5)=[CH:23][CH:22]=4)=[C:14]3[N:13]=2)[C:5]1=[O:40].C(N(C(C)C)C(C)C)C.C[C:51]1[CH:56]=[CH:55][C:54]([S:57](Cl)(=[O:59])=[O:58])=[CH:53][CH:52]=1, predict the reaction product. The product is: [C:54]1([S:57]([O:1][CH2:2][CH2:3][N:4]2[CH2:8][C@H:7]([CH:9]([CH3:11])[CH3:10])[N:6]([C:12]3[CH:17]=[CH:16][N:15]4[N:18]=[CH:19][C:20]([C:21]5[CH:22]=[CH:23][C:24]([C:27]6[N:31]=[CH:30][N:29]([CH2:32][O:33][CH2:34][CH2:35][Si:36]([CH3:37])([CH3:39])[CH3:38])[N:28]=6)=[CH:25][CH:26]=5)=[C:14]4[N:13]=3)[C:5]2=[O:40])(=[O:59])=[O:58])[CH:55]=[CH:56][CH:51]=[CH:52][CH:53]=1. (4) Given the reactants C[O:2][C:3](=[O:18])[CH2:4][NH:5][C:6]([C:8]1[N:9]([CH3:17])[C:10]2[C:15]([CH:16]=1)=[CH:14][CH:13]=[CH:12][CH:11]=2)=[O:7].[OH-].[Li+].Cl, predict the reaction product. The product is: [CH3:17][N:9]1[C:10]2[C:15](=[CH:14][CH:13]=[CH:12][CH:11]=2)[CH:16]=[C:8]1[C:6]([NH:5][CH2:4][C:3]([OH:18])=[O:2])=[O:7]. (5) The product is: [CH3:41][C:38]([O:37][C:35]([N:32]1[CH2:33][CH2:34][N:29]([C:27]([C:18]2[C:17]([NH:16][C:14]([NH:13][C:6]3[C:5]([CH3:4])=[CH:10][C:9]([CH3:11])=[CH:8][C:7]=3[CH3:12])=[O:15])=[CH:26][C:25]3[C:20](=[CH:21][CH:22]=[CH:23][CH:24]=3)[CH:19]=2)=[O:28])[C@H:30]([C:42]([OH:44])=[O:43])[CH2:31]1)=[O:36])([CH3:39])[CH3:40]. Given the reactants O.[OH-].[Li+].[CH3:4][C:5]1[CH:10]=[C:9]([CH3:11])[CH:8]=[C:7]([CH3:12])[C:6]=1[NH:13][C:14]([NH:16][C:17]1[C:18]([C:27]([N:29]2[CH2:34][CH2:33][N:32]([C:35]([O:37][C:38]([CH3:41])([CH3:40])[CH3:39])=[O:36])[CH2:31][C@H:30]2[C:42]([O:44]C)=[O:43])=[O:28])=[CH:19][C:20]2[C:25]([CH:26]=1)=[CH:24][CH:23]=[CH:22][CH:21]=2)=[O:15].O.Cl, predict the reaction product. (6) The product is: [Br:1][CH2:3][C:4]1[CH:17]=[CH:16][C:7]([C:8]([C:10]2[CH:15]=[CH:14][CH:13]=[CH:12][CH:11]=2)=[O:9])=[CH:6][CH:5]=1. Given the reactants [Br:1]Br.[CH3:3][C:4]1[CH:17]=[CH:16][C:7]([C:8]([C:10]2[CH:15]=[CH:14][CH:13]=[CH:12][CH:11]=2)=[O:9])=[CH:6][CH:5]=1, predict the reaction product. (7) Given the reactants [CH3:1][N:2]([CH3:20])[C@H:3]1[CH2:7][CH2:6][N:5]([C:8]2[CH:9]=[CH:10][C:11]3[N:17]4[CH2:18][C@H:14]([CH2:15][CH2:16]4)[NH:13][C:12]=3[N:19]=2)[CH2:4]1.[Cl:21]C(Cl)(O[C:25](=[O:31])OC(Cl)(Cl)Cl)Cl.C(N(CC)CC)C.[NH2:40][C:41]1[CH:42]=[N:43][CH:44]=[CH:45][CH:46]=1, predict the reaction product. The product is: [ClH:21].[CH3:1][N:2]([CH3:20])[C@H:3]1[CH2:7][CH2:6][N:5]([C:8]2[CH:9]=[CH:10][C:11]3[N:17]4[CH2:18][C@H:14]([CH2:15][CH2:16]4)[N:13]([C:25]([NH:40][C:41]4[CH:42]=[N:43][CH:44]=[CH:45][CH:46]=4)=[O:31])[C:12]=3[N:19]=2)[CH2:4]1. (8) Given the reactants [CH3:1][C:2]1[CH:3]=[CH:4][C:5]([C@@H:21]2[O:26][C@H:25]([CH2:27][OH:28])[C@@H:24]([OH:29])[C@H:23]([OH:30])[C@H:22]2[OH:31])=[CH:6][C:7]=1[CH2:8][C:9]1[S:13][C:12]([C:14]2[CH:15]=[CH:16][C:17]([F:20])=[CH:18][CH:19]=2)=[CH:11][CH:10]=1.N1CCC[C@H]1C(O)=O, predict the reaction product. The product is: [CH3:1][C:2]1[CH:3]=[CH:4][C:5]([C@@H:21]2[O:26][C@H:25]([CH2:27][OH:28])[C@@H:24]([OH:29])[C@H:23]([OH:30])[C@H:22]2[OH:31])=[CH:6][C:7]=1[CH2:8][C:9]1[S:13][C:12]([C:14]2[CH:15]=[CH:16][C:17]([F:20])=[CH:18][CH:19]=2)=[CH:11][CH:10]=1. (9) Given the reactants [C:9](O[C:9]([O:11][C:12]([CH3:15])([CH3:14])[CH3:13])=[O:10])([O:11][C:12]([CH3:15])([CH3:14])[CH3:13])=[O:10].Cl.[NH:17]1[CH2:21][CH2:20][C@@H:19]([OH:22])[CH2:18]1.C(N(CC)CC)C, predict the reaction product. The product is: [C:9]([N:17]1[CH2:21][CH2:20][C@@H:19]([OH:22])[CH2:18]1)([O:11][C:12]([CH3:13])([CH3:14])[CH3:15])=[O:10]. (10) Given the reactants [CH:1]([N:4]1[C:12]2[CH:11]=[C:10]([NH:13][C:14]3[CH:19]=[CH:18][N:17]=[C:16]([C:20]4[CH:21]=[N:22][C:23]([O:26]C)=[CH:24][CH:25]=4)[N:15]=3)[N:9]=[CH:8][C:7]=2[N:6]=[CH:5]1)([CH3:3])[CH3:2].[Si](I)(C)(C)C, predict the reaction product. The product is: [CH:1]([N:4]1[C:12]2[CH:11]=[C:10]([NH:13][C:14]3[CH:19]=[CH:18][N:17]=[C:16]([C:20]4[CH:25]=[CH:24][C:23]([OH:26])=[N:22][CH:21]=4)[N:15]=3)[N:9]=[CH:8][C:7]=2[N:6]=[CH:5]1)([CH3:3])[CH3:2].